Predict the reaction yield, written as a fraction of the theoretical maximum amount of product (1.0 means a 100% yield; for example, 0.34 means a 34% yield). From a dataset of Reaction yield outcomes from USPTO patents with 853,638 reactions. (1) The reactants are FC(F)(F)S(O[C:7]1[CH:12]=[CH:11][C:10]([C:13]2[C:22]([CH3:23])=[N:21][C:20]3[C:15](=[CH:16][CH:17]=[CH:18][C:19]=3[C:24]([F:27])([F:26])[F:25])[N:14]=2)=[CH:9][CH:8]=1)(=O)=O.[CH3:30][S:31]([C:34]1[CH:35]=[C:36](B(O)O)[CH:37]=[CH:38][CH:39]=1)(=[O:33])=[O:32].[O-]P([O-])([O-])=O.[K+].[K+].[K+].O. The product is [CH3:23][C:22]1[C:13]([C:10]2[CH:9]=[CH:8][C:7]([C:38]3[CH:37]=[CH:36][CH:35]=[C:34]([S:31]([CH3:30])(=[O:33])=[O:32])[CH:39]=3)=[CH:12][CH:11]=2)=[N:14][C:15]2[C:20]([N:21]=1)=[C:19]([C:24]([F:27])([F:25])[F:26])[CH:18]=[CH:17][CH:16]=2. The catalyst is O1CCOCC1.C1C=CC([P]([Pd]([P](C2C=CC=CC=2)(C2C=CC=CC=2)C2C=CC=CC=2)([P](C2C=CC=CC=2)(C2C=CC=CC=2)C2C=CC=CC=2)[P](C2C=CC=CC=2)(C2C=CC=CC=2)C2C=CC=CC=2)(C2C=CC=CC=2)C2C=CC=CC=2)=CC=1. The yield is 0.480. (2) The reactants are [CH2:1]([O:3][C:4]([N:6]1[C:14]2[C:9](=[CH:10][CH:11]=[C:12]([Cl:15])[CH:13]=2)/[C:8](=[CH:16]/[CH:17]2[CH2:22][CH2:21][CH2:20][CH2:19][CH2:18]2)/[C:7]1=[O:23])=[O:5])[CH3:2].[Cl:24][C:25]1[CH:26]=[C:27]([CH:31]=[N:32][C:33]([O:35][Si](C)(C)C)=[CH2:34])[CH:28]=[CH:29][CH:30]=1. The catalyst is C1(C)C=CC=CC=1. The product is [CH2:1]([O:3][C:4]([N:6]1[C:14]2[C:9](=[CH:10][CH:11]=[C:12]([Cl:15])[CH:13]=2)[C@:8]2([C@@H:16]([CH:17]3[CH2:18][CH2:19][CH2:20][CH2:21][CH2:22]3)[CH2:35][C:33](=[O:34])[NH:32][C@H:31]2[C:27]2[CH:28]=[CH:29][CH:30]=[C:25]([Cl:24])[CH:26]=2)[C:7]1=[O:23])=[O:5])[CH3:2]. The yield is 0.320. (3) The reactants are [CH3:1][O:2][C:3]1[CH:8]=[CH:7][C:6]([N:9]2[CH2:14][CH2:13][NH:12][CH2:11][CH2:10]2)=[CH:5][CH:4]=1.[C:15](#[N:18])[CH:16]=[CH2:17]. No catalyst specified. The product is [CH3:1][O:2][C:3]1[CH:4]=[CH:5][C:6]([N:9]2[CH2:14][CH2:13][N:12]([CH2:17][CH2:16][C:15]#[N:18])[CH2:11][CH2:10]2)=[CH:7][CH:8]=1. The yield is 0.740. (4) The reactants are [C:1]1([C:11]2[CH:16]=[CH:15][CH:14]=[CH:13][CH:12]=2)[C:2]([C:7]([NH:9][NH2:10])=[O:8])=[CH:3][CH:4]=[CH:5][CH:6]=1.[F:17][C:18]([F:28])([F:27])[C:19]1[CH:20]=[C:21]([CH:24]=[CH:25][CH:26]=1)[CH:22]=O.O. The yield is 0.870. The product is [F:17][C:18]([F:27])([F:28])[C:19]1[CH:20]=[C:21]([CH:24]=[CH:25][CH:26]=1)[CH:22]=[N:10][NH:9][C:7]([C:2]1[C:1]([C:11]2[CH:16]=[CH:15][CH:14]=[CH:13][CH:12]=2)=[CH:6][CH:5]=[CH:4][CH:3]=1)=[O:8]. The catalyst is CCO. (5) The reactants are [NH2:1][C@H:2]1[CH2:7][CH2:6][C@H:5]([C:8](O)=O)[CH2:4][CH2:3]1.[CH:11]1[CH:16]=[CH:15][C:14]([CH2:17]Br)=[CH:13][CH:12]=1.[C:19]([O-:22])([O-])=O.[K+].[K+].[OH2:25]. The catalyst is CN(C=O)C. The product is [CH2:17]([N:1]([CH2:17][C:14]1[CH:15]=[CH:16][CH:11]=[CH:12][CH:13]=1)[C@H:2]1[CH2:7][CH2:6][C@H:5]([C:8]([O:22][CH2:19][C:2]2[CH:7]=[CH:6][CH:5]=[CH:4][CH:3]=2)=[O:25])[CH2:4][CH2:3]1)[C:14]1[CH:15]=[CH:16][CH:11]=[CH:12][CH:13]=1. The yield is 0.939.